This data is from Forward reaction prediction with 1.9M reactions from USPTO patents (1976-2016). The task is: Predict the product of the given reaction. (1) Given the reactants C([O:3][C:4](=[O:14])[CH2:5][C:6]1[CH:11]=[CH:10][CH:9]=[C:8]([CH2:12][OH:13])[CH:7]=1)C.[OH-].[Na+], predict the reaction product. The product is: [OH:13][CH2:12][C:8]1[CH:7]=[C:6]([CH2:5][C:4]([OH:14])=[O:3])[CH:11]=[CH:10][CH:9]=1. (2) Given the reactants C(=O)([O-])[O-].[Cs+].[Cs+].[CH3:7][O:8][C:9](=[O:21])[C:10]1[C:15]([F:16])=[C:14]([F:17])[C:13](Br)=[C:12]([F:19])[C:11]=1[F:20].B(O)(O)[C:23]1[CH:28]=[CH:27][C:26]([CH:29]=[O:30])=[CH:25][CH:24]=1, predict the reaction product. The product is: [CH3:7][O:8][C:9]([C:10]1[C:15]([F:16])=[C:14]([F:17])[C:13]([C:23]2[CH:28]=[CH:27][C:26]([CH:29]=[O:30])=[CH:25][CH:24]=2)=[C:12]([F:19])[C:11]=1[F:20])=[O:21]. (3) The product is: [NH2:8][C@H:9]([C:11]([NH:13][CH:14]1[N:20]=[C:19]([C:21]2[CH:26]=[CH:25][CH:24]=[CH:23][CH:22]=2)[C:18]2[CH:27]=[CH:28][CH:29]=[CH:30][C:17]=2[N:16]([CH2:31][C:32](=[O:39])[C:33]2[CH:38]=[CH:37][CH:36]=[CH:35][CH:34]=2)[C:15]1=[O:40])=[O:12])[CH3:10]. Given the reactants C(OC([NH:8][C@H:9]([C:11]([NH:13][CH:14]1[N:20]=[C:19]([C:21]2[CH:26]=[CH:25][CH:24]=[CH:23][CH:22]=2)[C:18]2[CH:27]=[CH:28][CH:29]=[CH:30][C:17]=2[N:16]([CH2:31][C:32](=[O:39])[C:33]2[CH:38]=[CH:37][CH:36]=[CH:35][CH:34]=2)[C:15]1=[O:40])=[O:12])[CH3:10])=O)(C)(C)C.C(O)(C(F)(F)F)=O.C(Cl)Cl, predict the reaction product. (4) Given the reactants Cl[C:2]1(Cl)[CH2:7][O:6][CH2:5][CH2:4][O:3]1.[CH3:9][C:10]1[CH:11]=[C:12]([CH:14]=[CH:15][C:16]=1[N+:17]([O-:19])=[O:18])[NH2:13].C(=O)([O-])[O-].[Cs+].[Cs+], predict the reaction product. The product is: [CH3:9][C:10]1[CH:11]=[C:12]([N:13]2[CH2:2][CH2:7][O:6][CH2:5][C:4]2=[O:3])[CH:14]=[CH:15][C:16]=1[N+:17]([O-:19])=[O:18]. (5) Given the reactants C(OC1C(=O)N=C(CC2(C3C4C(=CC=CC=4)C=CC=3)CCCC2)N2CCNC(=O)C=12)C1C=CC=CC=1.[CH2:37]([O:44][C:45]1[C:46]([C:65]([NH:67][CH2:68][CH2:69]O)=[O:66])=[N:47][C:48]([CH2:52][C:53]2([C:58]3[CH:63]=[CH:62][C:61]([Cl:64])=[CH:60][CH:59]=3)[CH2:57][CH2:56][CH2:55][CH2:54]2)=[N:49][C:50]=1[OH:51])[C:38]1[CH:43]=[CH:42][CH:41]=[CH:40][CH:39]=1, predict the reaction product. The product is: [CH2:37]([O:44][C:45]1[C:50](=[O:51])[N:49]=[C:48]([CH2:52][C:53]2([C:58]3[CH:63]=[CH:62][C:61]([Cl:64])=[CH:60][CH:59]=3)[CH2:57][CH2:56][CH2:55][CH2:54]2)[N:47]2[CH2:69][CH2:68][NH:67][C:65](=[O:66])[C:46]=12)[C:38]1[CH:43]=[CH:42][CH:41]=[CH:40][CH:39]=1. (6) Given the reactants [Li+].CC([N-]C(C)C)C.[Cl:9][C:10]1[C:11]2[S:18][CH:17]=[CH:16][C:12]=2[N:13]=[CH:14][N:15]=1.[I:19]I.O, predict the reaction product. The product is: [Cl:9][C:10]1[C:11]2[S:18][C:17]([I:19])=[CH:16][C:12]=2[N:13]=[CH:14][N:15]=1. (7) Given the reactants [NH2:1][C:2]1[N:7]=[C:6]([C:8]([NH:10][CH2:11][C:12]2[CH:17]=[CH:16][CH:15]=[C:14]([CH2:18][O:19]C(C3C=CC=CC=3)(C3C=CC=CC=3)C3C=CC=CC=3)[N:13]=2)=[O:9])[CH:5]=[C:4]([C:39]2[O:40][CH:41]=[CH:42][CH:43]=2)[N:3]=1.Cl.O1CCOCC1, predict the reaction product. The product is: [NH2:1][C:2]1[N:7]=[C:6]([C:8]([NH:10][CH2:11][C:12]2[CH:17]=[CH:16][CH:15]=[C:14]([CH2:18][OH:19])[N:13]=2)=[O:9])[CH:5]=[C:4]([C:39]2[O:40][CH:41]=[CH:42][CH:43]=2)[N:3]=1.